From a dataset of Forward reaction prediction with 1.9M reactions from USPTO patents (1976-2016). Predict the product of the given reaction. (1) Given the reactants B.C1COCC1.[F:7][C:8]([F:24])([F:23])[C:9]1[CH:10]=[C:11]([O:15][C:16]2[S:20][C:19]([C:21]#[N:22])=[CH:18][CH:17]=2)[CH:12]=[CH:13][CH:14]=1.[ClH:25], predict the reaction product. The product is: [ClH:25].[F:23][C:8]([F:7])([F:24])[C:9]1[CH:10]=[C:11]([O:15][C:16]2[S:20][C:19]([CH2:21][NH2:22])=[CH:18][CH:17]=2)[CH:12]=[CH:13][CH:14]=1. (2) Given the reactants [N:1]1[CH:6]=[CH:5][C:4]([C:7]2[S:11][C:10]([C:12]([OH:14])=O)=[CH:9][CH:8]=2)=[CH:3][CH:2]=1.[F:15][C:16]1[CH:21]=[CH:20][C:19]([CH2:22][CH2:23][NH2:24])=[CH:18][CH:17]=1, predict the reaction product. The product is: [F:15][C:16]1[CH:21]=[CH:20][C:19]([CH2:22][CH2:23][NH:24][C:12]([C:10]2[S:11][C:7]([C:4]3[CH:3]=[CH:2][N:1]=[CH:6][CH:5]=3)=[CH:8][CH:9]=2)=[O:14])=[CH:18][CH:17]=1. (3) Given the reactants [Cl:1][C:2]1[CH:3]=[CH:4][C:5]([NH:24][CH2:25][CH:26]2[CH2:31][CH2:30][NH:29][CH2:28][CH2:27]2)=[N:6][C:7]=1[C:8]1[CH:13]=[CH:12][N:11]=[C:10]2[NH:14][C:15]([CH:17]3[CH2:22][CH2:21][N:20]([CH3:23])[CH2:19][CH2:18]3)=[CH:16][C:9]=12.[C:32](O)(=[O:34])[CH3:33].Cl.C(N=C=NCCCN(C)C)C.ON1C2C=CC=CC=2N=N1, predict the reaction product. The product is: [Cl:1][C:2]1[CH:3]=[CH:4][C:5]([NH:24][CH2:25][CH:26]2[CH2:27][CH2:28][N:29]([C:32](=[O:34])[CH3:33])[CH2:30][CH2:31]2)=[N:6][C:7]=1[C:8]1[CH:13]=[CH:12][N:11]=[C:10]2[NH:14][C:15]([CH:17]3[CH2:22][CH2:21][N:20]([CH3:23])[CH2:19][CH2:18]3)=[CH:16][C:9]=12.